From a dataset of Full USPTO retrosynthesis dataset with 1.9M reactions from patents (1976-2016). Predict the reactants needed to synthesize the given product. (1) Given the product [CH2:1]([N:8]1[CH2:13][CH2:12][NH:11][C:10]2[N:14]=[CH:15][C:16]([C:18]3[CH:19]=[CH:20][C:21]([C:22]([N:31]4[CH2:32][CH2:33][N:28]([CH3:27])[CH2:29][CH2:30]4)=[O:24])=[CH:25][CH:26]=3)=[CH:17][C:9]1=2)[C:2]1[CH:3]=[CH:4][CH:5]=[CH:6][CH:7]=1, predict the reactants needed to synthesize it. The reactants are: [CH2:1]([N:8]1[CH2:13][CH2:12][NH:11][C:10]2[N:14]=[CH:15][C:16]([C:18]3[CH:26]=[CH:25][C:21]([C:22]([OH:24])=O)=[CH:20][CH:19]=3)=[CH:17][C:9]1=2)[C:2]1[CH:7]=[CH:6][CH:5]=[CH:4][CH:3]=1.[CH3:27][N:28]1[CH2:33][CH2:32][NH:31][CH2:30][CH2:29]1. (2) Given the product [CH3:1][C:2]1[N:7]=[C:6]2[S:8][C:9]3[CH2:14][CH2:13][CH2:12][CH2:11][C:10]=3[C:5]2=[C:4]([C:15]2[CH:16]=[CH:17][C:18]([O:21][C:22]([F:25])([F:23])[F:24])=[CH:19][CH:20]=2)[C:3]=1[CH:26]([CH2:31][CH2:32][CH3:33])[C:27]([OH:29])=[O:28], predict the reactants needed to synthesize it. The reactants are: [CH3:1][C:2]1[N:7]=[C:6]2[S:8][C:9]3[CH2:14][CH2:13][CH2:12][CH2:11][C:10]=3[C:5]2=[C:4]([C:15]2[CH:20]=[CH:19][C:18]([O:21][C:22]([F:25])([F:24])[F:23])=[CH:17][CH:16]=2)[C:3]=1[CH:26]([CH2:31][CH2:32][CH3:33])[C:27]([O:29]C)=[O:28].[OH-].[Na+]. (3) Given the product [CH3:8][N:7]1[C:6](=[O:9])[CH:5]=[C:4]([C:10]2[CH:15]=[CH:14][N:13]=[CH:12][CH:11]=2)[N:3]=[CH:2]1, predict the reactants needed to synthesize it. The reactants are: Cl[C:2]1[N:7]([CH3:8])[C:6](=[O:9])[CH:5]=[C:4]([C:10]2[CH:15]=[CH:14][N:13]=[CH:12][CH:11]=2)[N:3]=1.C(N(C(C)C)CC)(C)C.O. (4) Given the product [CH2:1]([O:8][C:9]1[C:14](=[O:15])[N:13]2[CH:16]=[C:17]([N:20]3[CH2:21][CH2:22][O:23][CH2:24][CH2:25]3)[CH:18]=[CH:19][C:12]2=[N:11][C:10]=1[C:26]1[N:27]=[C:30]([CH2:31][C:32]2[CH:33]=[CH:34][C:35]([F:38])=[CH:36][CH:37]=2)[O:29][N:28]=1)[C:2]1[CH:3]=[CH:4][CH:5]=[CH:6][CH:7]=1, predict the reactants needed to synthesize it. The reactants are: [CH2:1]([O:8][C:9]1[C:14](=[O:15])[N:13]2[CH:16]=[C:17]([N:20]3[CH2:25][CH2:24][O:23][CH2:22][CH2:21]3)[CH:18]=[CH:19][C:12]2=[N:11][C:10]=1[C:26]([NH:28][O:29][C:30](=O)[CH2:31][C:32]1[CH:37]=[CH:36][C:35]([F:38])=[CH:34][CH:33]=1)=[NH:27])[C:2]1[CH:7]=[CH:6][CH:5]=[CH:4][CH:3]=1. (5) Given the product [F:32][C:31]([F:34])([F:33])[S:28]([O:26][C:22]1[CH:23]=[CH:24][CH:25]=[C:20]([C@H:9]([OH:8])[CH2:10][CH2:11][NH:12][C:13]([O:14][C:15]([CH3:18])([CH3:17])[CH3:16])=[O:19])[CH:21]=1)(=[O:29])=[O:27], predict the reactants needed to synthesize it. The reactants are: CCN(CC)CC.[OH:8][C@@H:9]([C:20]1[CH:25]=[CH:24][CH:23]=[C:22]([OH:26])[CH:21]=1)[CH2:10][CH2:11][NH:12][C:13](=[O:19])[O:14][C:15]([CH3:18])([CH3:17])[CH3:16].[O:27](S(C(F)(F)F)(=O)=O)[S:28]([C:31]([F:34])([F:33])[F:32])(=O)=[O:29].O. (6) Given the product [C:1]([Si:5]([CH3:14])([CH3:13])[O:6][CH2:7][CH2:8][CH2:9][C@@H:10]([OH:11])[CH2:12][NH:15][C:16]1[CH:17]=[CH:18][C:19]2[S:24][CH2:23][C:22](=[O:25])[NH:21][C:20]=2[CH:26]=1)([CH3:4])([CH3:3])[CH3:2], predict the reactants needed to synthesize it. The reactants are: [C:1]([Si:5]([CH3:14])([CH3:13])[O:6][CH2:7][CH2:8][CH2:9][C@@H:10]1[CH2:12][O:11]1)([CH3:4])([CH3:3])[CH3:2].[NH2:15][C:16]1[CH:17]=[CH:18][C:19]2[S:24][CH2:23][C:22](=[O:25])[NH:21][C:20]=2[CH:26]=1. (7) Given the product [CH3:30][S:31]([N:34]1[CH2:39][CH2:38][N:37]([C:2]2[CH:7]=[CH:6][C:5]([CH:8]([C:20]3[CH:25]=[CH:24][CH:23]=[CH:22][C:21]=3[C:26]([F:29])([F:28])[F:27])[CH2:9]/[C:10](/[C:13]3[CH:18]=[CH:17][N:16]=[C:15]([CH3:19])[CH:14]=3)=[N:11]\[OH:12])=[CH:4][CH:3]=2)[CH2:36][CH2:35]1)(=[O:33])=[O:32], predict the reactants needed to synthesize it. The reactants are: Br[C:2]1[CH:7]=[CH:6][C:5]([CH:8]([C:20]2[CH:25]=[CH:24][CH:23]=[CH:22][C:21]=2[C:26]([F:29])([F:28])[F:27])[CH2:9]/[C:10](/[C:13]2[CH:18]=[CH:17][N:16]=[C:15]([CH3:19])[CH:14]=2)=[N:11]\[OH:12])=[CH:4][CH:3]=1.[CH3:30][S:31]([N:34]1[CH2:39][CH2:38][NH:37][CH2:36][CH2:35]1)(=[O:33])=[O:32]. (8) Given the product [CH3:1][N:2]1[C:6]([C:7]([O:9][CH3:10])=[O:8])=[CH:5][C:4]([C:21]2[CH:26]=[CH:25][C:24]([C:27]([F:30])([F:29])[F:28])=[CH:23][CH:22]=2)=[N:3]1, predict the reactants needed to synthesize it. The reactants are: [CH3:1][N:2]1[C:6]([C:7]([O:9][CH3:10])=[O:8])=[CH:5][C:4](B2OC(C)(C)C(C)(C)O2)=[N:3]1.Br[C:21]1[CH:26]=[CH:25][C:24]([C:27]([F:30])([F:29])[F:28])=[CH:23][CH:22]=1.C(=O)([O-])[O-].[Na+].[Na+].S([O-])([O-])(=O)=O.[Na+].[Na+]. (9) Given the product [OH:12][C:1]1[C:10]2[C:5](=[CH:6][CH:7]=[CH:8][CH:9]=2)[CH:4]=[C:3]([O:11][S:28]([C:23]2[CH:24]=[CH:25][CH:26]=[CH:27][C:22]=2[Cl:21])(=[O:30])=[O:29])[CH:2]=1, predict the reactants needed to synthesize it. The reactants are: [C:1]1([OH:12])[C:10]2[C:5](=[CH:6][CH:7]=[CH:8][CH:9]=2)[CH:4]=[C:3]([OH:11])[CH:2]=1.N1C(C)=CC=CC=1C.[Cl:21][C:22]1[CH:27]=[CH:26][CH:25]=[CH:24][C:23]=1[S:28](Cl)(=[O:30])=[O:29].